Dataset: TCR-epitope binding with 47,182 pairs between 192 epitopes and 23,139 TCRs. Task: Binary Classification. Given a T-cell receptor sequence (or CDR3 region) and an epitope sequence, predict whether binding occurs between them. (1) Result: 0 (the TCR does not bind to the epitope). The TCR CDR3 sequence is CASSADVEAFF. The epitope is ISDYDYYRY. (2) The epitope is SEPVLKGVKL. The TCR CDR3 sequence is CASSHLNRAGYNEQFF. Result: 0 (the TCR does not bind to the epitope). (3) The TCR CDR3 sequence is CSVVGGRNYEQYF. Result: 0 (the TCR does not bind to the epitope). The epitope is RISNCVADY. (4) Result: 1 (the TCR binds to the epitope). The TCR CDR3 sequence is CASSPGARGIDEQFF. The epitope is PROT_97E67BCC. (5) The epitope is LLWNGPMAV. The TCR CDR3 sequence is CASSDTDRGIYGYTF. Result: 1 (the TCR binds to the epitope). (6) The epitope is KLWAQCVQL. The TCR CDR3 sequence is CASRGDSVVEQFF. Result: 1 (the TCR binds to the epitope). (7) The epitope is YLDAYNMMI. The TCR CDR3 sequence is CASSLFTDTQYF. Result: 1 (the TCR binds to the epitope). (8) The epitope is ELAGIGILTV. The TCR CDR3 sequence is CASSQVAGQGNGYTF. Result: 1 (the TCR binds to the epitope). (9) The TCR CDR3 sequence is CASSLRFGGSHEQYF. Result: 1 (the TCR binds to the epitope). The epitope is DPFRLLQNSQVFS.